Dataset: Experimentally validated miRNA-target interactions with 360,000+ pairs, plus equal number of negative samples. Task: Binary Classification. Given a miRNA mature sequence and a target amino acid sequence, predict their likelihood of interaction. (1) The miRNA is hsa-miR-4785 with sequence AGAGUCGGCGACGCCGCCAGC. The protein sequence of the target gene is MSTERDSETTFDEESQPNDEVVPYSDDETEDELEDQGSTVEPEQNRVNREAEKKRETFRKDCTWQVKANDRKFHEQPHFMNTKFFCIKESKYASNAIKTYKYNGFTFLPMNLFEQFKRAANFYFLILLILQAIPQISTLAWYTTLVPLLLVLGITAIKDLVDDVARHKMDKEINNRTCEVIKDGRFKIIKWKDIQVGDVIRLKKNDFIPADILLLSSSEPNSLCYVETAELDGETNLKFKMALEITDQYLQIEDNLATFDGFIECEEPNNRLDKFTGTLFWKNQSFPLDADKILLRGCVI.... Result: 0 (no interaction). (2) Result: 0 (no interaction). The miRNA is hsa-miR-1193 with sequence GGGAUGGUAGACCGGUGACGUGC. The protein sequence of the target gene is MLDLEVVPERSLGNEQWEFTLGMPLAQAVAILQKHCRIIKNVQVLYSEQSPLSHDLILNLTQDGIKLMFDAFNQRLKVIEVCDLTKVKLKYCGVHFNSQAIAPTIEQIDQSFGATHPGVYNSAEQLFHLNFRGLSFSFQLDSWTEAPKYEPNFAHGLASLQIPHGATVKRMYIYSGNSLQDTKAPMMPLSCFLGNVYAESVDVLRDGTGPAGLRLRLLAAGCGPGLLADAKMRVFERSVYFGDSCQDVLSMLGSPHKVFYKSEDKMKIHSPSPHKQVPSKCNDYFFNYFTLGVDILFDAN.... (3) The miRNA is mmu-miR-350-3p with sequence UUCACAAAGCCCAUACACUUUC. The protein sequence of the target gene is MPPPQKIPSVRPFKQRKSLAIRQEEVAGIRAKFPNKIPVVVERYPRETFLPPLDKTKFLVPQELTMTQFLSIIRSRMVLRATEAFYLLVNNKSLVSMSATMAEIYRDYKDEDGFVYMTYASQETFGCLESAAPRDGSSLEDRPCNPL. Result: 0 (no interaction). (4) The protein sequence of the target gene is MAFLPSWVCVLVGSFSASLAGTSNLSETEPPLWKESPGQLSDYRVENSMYIINPWVYLERMGMYKIILNQTARYFAKFAPDNEQNILWGLPLQYGWQYRTGRLADPTRRTNCGYESGDHMCISVDSWWADLNYFLSSLPFLAAVDSGVMGISSDQVRLLPPPKNERKFCYDVSSCRSSFPETMNKWNTFYQYLQSPFSKFDDLLKYLWAAHTSTLADNIKSFEDRYDYYSKAEAHFERSWVLAVDHLAAVLFPTTLIRSYKFQKGMPPRILLNTDVAPFISDFTAFQNVVLVLLNMLDNV.... Result: 0 (no interaction). The miRNA is mmu-miR-3095-5p with sequence AAGCUUUCUCAUCUGUGACACU. (5) The miRNA is hsa-miR-6081 with sequence AGGAGCAGUGCCGGCCAAGGCGCC. The protein sequence of the target gene is MALEVGDMEDGQLSDSDSDMTVAPSDRPLQLPKVLGGDSAMRAFQNTATACAPVSHYRAVESVDSSEESFSDSDDDSCLWKRKRQKCFNPPPKPEPFQFGQSSQKPPVAGGKKINNIWGAVLQEQNQDAVATELGILGMEGTIDRSRQSETYNYLLAKKLRKESQEHTKDLDKELDEYMHGGKKMGSKEEENGQGHLKRKRPVKDRLGNRPEMNYKGRYEITAEDSQEKVADEISFRLQEPKKDLIARVVRIIGNKKAIELLMETAEVEQNGGLFIMNGSRRRTPGGVFLNLLKNTPSIS.... Result: 0 (no interaction). (6) The miRNA is mmu-miR-150-5p with sequence UCUCCCAACCCUUGUACCAGUG. The protein sequence of the target gene is MRVKDPSKDLPEKGKRNKRPLLPHDEDSSDDIAVGLTCQHVSYAVSVNHVKKAVAESLWSVCSECLKERRFCDGQPVLPADVWLCLKCGLQGCGKNSESQHSLRHFKSSGTESHCVVISLSTWVIWCYECNEKLSTHCNKKVLAQIVDFLQKHAFKTQTGAFSRIIKLCEEKREAGEIKKGKKGCTVPSVKGITNLGNTCFFNAVIQNLAQTYILFELMNEIKEDGTKFKISLSSAPQLEPLVVELSSPGPLTSALFLFLHSMKEAEKGPLSPKVLFNQLCQKAPRFKGFQQQDSQELLH.... Result: 1 (interaction). (7) The miRNA is mmu-miR-693-3p with sequence GCAGCUUUCAGAUGUGGCUGUAA. The protein sequence of the target gene is MKPLLLAVSLGLIAALQAHHLLASDEEIQDVSGTWYLKAMTVDREFPEMNLESVTPMTLTTLEGGNLEAKVTMLISGRCQEVKAVLEKTDEPGKYTADGGKHVAYIIRSHVKDHYIFYCEGELHGKPVRGVKLVGRDPKNNLEALEDFEKAAGARGLSTESILIPRQSETCSPGSD. Result: 0 (no interaction). (8) The miRNA is mmu-miR-3065-5p with sequence UCAACAAAAUCACUGAUGCUGG. The protein sequence of the target gene is MEQPWPPPGPWSFPRTGGETEEESDLDVSPSSSHYSPVPDGGAQMYSHGIELACQKQKEFVKSSVACKWNLAEAQQKLGSLALHNSESLDQEHAKAQTAVSELRQREEEWRQKEEALVQRERMCLWNMDAISKDVFNKSFINQDKRKTEEEDKSQSFMQKYEQKIRHFGMLSRWDDSQRFLSDHPHLVCEETAKYLILWCFHLEAEQKGALMEQIAHQAVVMQFIMEMAKNCNVDPRGCFRLFFQKAKAEEEGYFEAFKNELEAFKSRVRLYAQSQSLQPVTVQNHVPHSGVGCIGSLES.... Result: 1 (interaction). (9) The miRNA is rno-miR-155-5p with sequence UUAAUGCUAAUUGUGAUAGGGGU. The protein sequence of the target gene is MPAGSRAGSRLRSGSLPRPSRLTLKALRPAYAPRTPDSNGDLDTGSELGPGSPAPTAEEVEKEMAGPSQLCIRRWTTKHVAVWLKDEGFFEYVDILCNKHRLDGITLLTLTEYDLRSPPLEIKVLGDIKRLMLSVRKLQKIHTDVLEEMGYNSDSPMSPMTPFLSALQSADWLCNGEPTHSCDGPIPDLSSDQYQYMNGKNKHSARRLDPEYWKTILSCVYVFIVFGFTSFIMVIVHERVPDMQTYPPLPDIFLDSVPRIPWAFSMTEVCGVILCYIWILVLLLHKHRSILLRRLCSLMG.... Result: 0 (no interaction). (10) The miRNA is mmu-miR-135b-5p with sequence UAUGGCUUUUCAUUCCUAUGUGA. The protein sequence of the target gene is MTDTVVNRWMYPGDGPLQSNDKEQLQAGWSVHPGAQTDRQRKQEELTDEEKEIINRVIARAEKMEAMEQERIGRLVDRLETMRKNVAGDGVNRCILCGEQLGMLGSACVVCEDCKKNVCTKCGVETSNNRPHPVWLCKICLEQREVWKRSGAWFFKGFPKQVLPQPMPIKKTKPQQPAGEPATQEQPTPESRHPARAPARGDMEDRRPPGQKPGPDLTSAPGRGSHGPPTRRASEARMSTAARDSEGWDHAHGGGTGDTSRSPAGLRRANSVQAARPAPAPVPSPAPPQPVQPGPPGGSR.... Result: 0 (no interaction).